From a dataset of Catalyst prediction with 721,799 reactions and 888 catalyst types from USPTO. Predict which catalyst facilitates the given reaction. Reactant: [CH3:1][S:2]([C:5]1[CH:6]=[C:7]([C:11](=O)[CH2:12][CH3:13])[CH:8]=[CH:9][CH:10]=1)(=[O:4])=[O:3].C(O)C.C([O-])(=O)C.[Na+].[ClH:23].[NH2:24]O. Product: [ClH:23].[CH3:1][S:2]([C:5]1[CH:6]=[C:7]([CH:11]([NH2:24])[CH2:12][CH3:13])[CH:8]=[CH:9][CH:10]=1)(=[O:4])=[O:3]. The catalyst class is: 69.